Dataset: NCI-60 drug combinations with 297,098 pairs across 59 cell lines. Task: Regression. Given two drug SMILES strings and cell line genomic features, predict the synergy score measuring deviation from expected non-interaction effect. Drug 1: CCC1=CC2CC(C3=C(CN(C2)C1)C4=CC=CC=C4N3)(C5=C(C=C6C(=C5)C78CCN9C7C(C=CC9)(C(C(C8N6C)(C(=O)OC)O)OC(=O)C)CC)OC)C(=O)OC.C(C(C(=O)O)O)(C(=O)O)O. Drug 2: CC1=CC2C(CCC3(C2CCC3(C(=O)C)OC(=O)C)C)C4(C1=CC(=O)CC4)C. Cell line: COLO 205. Synergy scores: CSS=59.8, Synergy_ZIP=8.36, Synergy_Bliss=4.55, Synergy_Loewe=-51.0, Synergy_HSA=3.62.